This data is from Reaction yield outcomes from USPTO patents with 853,638 reactions. The task is: Predict the reaction yield, written as a fraction of the theoretical maximum amount of product (1.0 means a 100% yield; for example, 0.34 means a 34% yield). (1) The reactants are O=[C:2]([CH2:8]C)[CH2:3][C:4]([O:6][CH3:7])=[O:5].[CH3:10]OC(OC)N(C)C.Cl.[F:19][C:20]1[CH:21]=[C:22]([NH:27][NH2:28])[CH:23]=[C:24]([F:26])[CH:25]=1. The catalyst is C(O)C. The product is [F:19][C:20]1[CH:21]=[C:22]([N:27]2[CH:10]=[C:3]([C:4]([O:6][CH3:7])=[O:5])[C:2]([CH3:8])=[N:28]2)[CH:23]=[C:24]([F:26])[CH:25]=1. The yield is 0.620. (2) The reactants are [CH3:1][O:2][P:3]([CH2:7][CH:8]=[CH:9][CH2:10][CH:11]([CH2:15][C:16]([CH3:33])=[CH:17][CH2:18][C:19]1[C:20]([OH:32])=[C:21]2[C:25](=[C:26]([CH3:30])[C:27]=1[O:28][CH3:29])[CH2:24][O:23][C:22]2=[O:31])[C:12]([OH:14])=[O:13])([O:5][CH3:6])=[O:4].[CH3:34][Si:35]([CH:38](O)[CH3:39])([CH3:37])[CH3:36].C1(P([C:54]2[CH:59]=CC=CC=2)C2C=CC=CC=2)C=CC=CC=1.N(C(OCC)=O)=NC(OCC)=O. The catalyst is C1COCC1. The product is [CH3:34][Si:35]([CH3:37])([CH3:36])[CH2:38][CH2:39][O:13][C:12](=[O:14])[CH:11]([CH2:10][CH:9]=[CH:8][CH2:7][P:3]([O:5][CH3:6])([O:2][CH3:1])=[O:4])[CH2:15][C:16]([CH3:33])=[CH:17][CH2:18][C:19]1[C:20]([O:32][CH2:54][CH2:59][Si:35]([CH3:37])([CH3:36])[CH3:34])=[C:21]2[C:25](=[C:26]([CH3:30])[C:27]=1[O:28][CH3:29])[CH2:24][O:23][C:22]2=[O:31]. The yield is 0.850. (3) The reactants are [CH:1]1([C@@H:7]([N:9]2[CH2:14][CH2:13][C@@:12]([C:19]3[CH:24]=[CH:23][C:22]([F:25])=[CH:21][CH:20]=3)([CH2:15][CH2:16][CH2:17][OH:18])[O:11][C:10]2=[O:26])[CH3:8])[CH2:6][CH2:5][CH2:4][CH2:3][CH2:2]1.CCN(CC)CC.[CH3:34][S:35](Cl)(=[O:37])=[O:36]. The catalyst is C(Cl)Cl. The product is [CH3:34][S:35]([O:18][CH2:17][CH2:16][CH2:15][C@@:12]1([C:19]2[CH:20]=[CH:21][C:22]([F:25])=[CH:23][CH:24]=2)[O:11][C:10](=[O:26])[N:9]([C@H:7]([CH:1]2[CH2:2][CH2:3][CH2:4][CH2:5][CH2:6]2)[CH3:8])[CH2:14][CH2:13]1)(=[O:37])=[O:36]. The yield is 0.920. (4) The yield is 0.420. The product is [O:44]=[C:29]1[C:28]([CH2:27][C:24]2[CH:23]=[CH:22][C:21]([C:16]3[CH:17]=[CH:18][CH:19]=[CH:20][C:15]=3[C:13]3[NH:3][C:4](=[O:7])[O:5][N:14]=3)=[CH:26][CH:25]=2)=[C:33]([CH2:34][CH2:35][CH3:36])[N:32]2[N:37]=[CH:38][N:39]=[C:31]2[N:30]1[CH2:40][C:41]([NH2:43])=[O:42]. The catalyst is C(OCC)(=O)C. The reactants are [Cl-].O[NH3+:3].[C:4](=[O:7])([O-])[OH:5].[Na+].CS(C)=O.[C:13]([C:15]1[CH:20]=[CH:19][CH:18]=[CH:17][C:16]=1[C:21]1[CH:26]=[CH:25][C:24]([CH2:27][C:28]2[C:29](=[O:44])[N:30]([CH2:40][C:41]([NH2:43])=[O:42])[C:31]3[N:32]([N:37]=[CH:38][N:39]=3)[C:33]=2[CH2:34][CH2:35][CH3:36])=[CH:23][CH:22]=1)#[N:14].